This data is from Peptide-MHC class II binding affinity with 134,281 pairs from IEDB. The task is: Regression. Given a peptide amino acid sequence and an MHC pseudo amino acid sequence, predict their binding affinity value. This is MHC class II binding data. (1) The peptide sequence is LLIDVVTYLVALIPE. The MHC is HLA-DQA10501-DQB10301 with pseudo-sequence HLA-DQA10501-DQB10301. The binding affinity (normalized) is 0. (2) The peptide sequence is KGGRKPARLIVFPDLGVRVC. The MHC is DRB1_1101 with pseudo-sequence DRB1_1101. The binding affinity (normalized) is 0.176. (3) The peptide sequence is AFKVAATSANAAPAN. The MHC is DRB1_0401 with pseudo-sequence DRB1_0401. The binding affinity (normalized) is 0.196. (4) The peptide sequence is WSEIQTLKPNLIGPF. The MHC is HLA-DPA10301-DPB10402 with pseudo-sequence HLA-DPA10301-DPB10402. The binding affinity (normalized) is 0.673.